From a dataset of Full USPTO retrosynthesis dataset with 1.9M reactions from patents (1976-2016). Predict the reactants needed to synthesize the given product. (1) The reactants are: C(OC([N:8]1[CH2:17][CH2:16][C:15]2[C:10](=[CH:11][CH:12]=[C:13](OS(C(F)(F)F)(=O)=O)[CH:14]=2)[CH2:9]1)=O)(C)(C)C.[CH2:26]([O:30]C=C)[CH2:27]CC.C1(P(C2C=CC=CC=2)CCCP(C2C=CC=CC=2)C2C=CC=CC=2)C=CC=CC=1.C(OC=C)=C.Cl.C(=O)([O-])[O-].[Na+].[Na+]. Given the product [CH2:9]1[C:10]2[C:15](=[CH:14][C:13]([C:26](=[O:30])[CH3:27])=[CH:12][CH:11]=2)[CH2:16][CH2:17][NH:8]1, predict the reactants needed to synthesize it. (2) Given the product [Br:1][C:2]1[CH:3]=[C:4]([CH2:10][CH2:11][C:12]([O:14][CH3:15])=[O:13])[CH:5]=[C:6]([Cl:9])[C:7]=1[O:8][CH2:29][CH:34]1[CH2:30][CH2:31][CH2:32][CH2:33]1, predict the reactants needed to synthesize it. The reactants are: [Br:1][C:2]1[CH:3]=[C:4]([CH2:10][CH2:11][C:12]([O:14][CH3:15])=[O:13])[CH:5]=[C:6]([Cl:9])[C:7]=1[OH:8].[CH:29]1[CH:34]=[CH:33][C:32](P([C:29]2[CH:34]=[CH:33][CH:32]=[CH:31][CH:30]=2)[C:29]2[CH:34]=[CH:33][CH:32]=[CH:31][CH:30]=2)=[CH:31][CH:30]=1.C1(CO)CCCC1.CC(OC(/N=N/C(OC(C)C)=O)=O)C.